This data is from Forward reaction prediction with 1.9M reactions from USPTO patents (1976-2016). The task is: Predict the product of the given reaction. Given the reactants C(OP([CH2:9][C:10]([O:12][CH2:13][CH3:14])=[O:11])(OCC)=O)C.[H-].[Na+].[CH3:17][N:18]([CH2:30][C:31]1[CH:38]=[CH:37][C:34]([CH:35]=O)=[CH:33][CH:32]=1)[C:19]1[S:20][CH:21]=[C:22]([C:24]2[CH:29]=[CH:28][CH:27]=[CH:26][CH:25]=2)[N:23]=1.O, predict the reaction product. The product is: [CH3:17][N:18]([CH2:30][C:31]1[CH:32]=[CH:33][C:34](/[CH:35]=[CH:9]/[C:10]([O:12][CH2:13][CH3:14])=[O:11])=[CH:37][CH:38]=1)[C:19]1[S:20][CH:21]=[C:22]([C:24]2[CH:25]=[CH:26][CH:27]=[CH:28][CH:29]=2)[N:23]=1.